Dataset: Forward reaction prediction with 1.9M reactions from USPTO patents (1976-2016). Task: Predict the product of the given reaction. (1) Given the reactants [CH3:1][O:2][C:3](=[O:39])[C:4]1[CH:9]=[CH:8][C:7]([CH2:10][N:11]2[CH:15]=[C:14]([C:16]3[CH:21]=[CH:20][C:19]([Cl:22])=[CH:18][C:17]=3[Cl:23])[N:13]=[C:12]2[N:24]([C:32]2[CH:37]=[CH:36][C:35](Br)=[CH:34][CH:33]=2)[C:25]([O:27][C:28]([CH3:31])([CH3:30])[CH3:29])=[O:26])=[CH:6][CH:5]=1.[F:40][C:41]([F:52])([F:51])[C:42]1[CH:43]=[C:44](B(O)O)[CH:45]=[CH:46][CH:47]=1, predict the reaction product. The product is: [CH3:1][O:2][C:3](=[O:39])[C:4]1[CH:9]=[CH:8][C:7]([CH2:10][N:11]2[CH:15]=[C:14]([C:16]3[CH:21]=[CH:20][C:19]([Cl:22])=[CH:18][C:17]=3[Cl:23])[N:13]=[C:12]2[N:24]([C:25]([O:27][C:28]([CH3:31])([CH3:30])[CH3:29])=[O:26])[C:32]2[CH:37]=[CH:36][C:35]([C:46]3[CH:45]=[CH:44][CH:43]=[C:42]([C:41]([F:52])([F:51])[F:40])[CH:47]=3)=[CH:34][CH:33]=2)=[CH:6][CH:5]=1. (2) Given the reactants C([Li])CCC.[Cl:6][C:7]1[CH:8]=[C:9]2[C:13](=[CH:14][C:15]=1[F:16])[NH:12][CH:11]=[CH:10]2.CC([O-])(C)C.[K+].[C:23](=[O:25])=[O:24], predict the reaction product. The product is: [Cl:6][C:7]1[CH:8]=[C:9]2[C:13](=[C:14]([C:23]([OH:25])=[O:24])[C:15]=1[F:16])[NH:12][CH:11]=[CH:10]2. (3) Given the reactants [F:1][C:2]([F:21])([F:20])[O:3][C:4]1[CH:5]=[C:6]([CH:17]=[CH:18][CH:19]=1)[O:7][CH2:8][C:9]1[O:13][N:12]=[C:11]([C:14]([OH:16])=O)[CH:10]=1.C(N(CC)CC)C.Cl.C(N=C=NCCCN(C)C)C.ON1C2C=CC=CC=2N=N1.[O:51]1[CH2:56][CH2:55][CH:54]([CH2:57][NH2:58])[CH2:53][CH2:52]1, predict the reaction product. The product is: [O:51]1[CH2:56][CH2:55][CH:54]([CH2:57][NH:58][C:14]([C:11]2[CH:10]=[C:9]([CH2:8][O:7][C:6]3[CH:17]=[CH:18][CH:19]=[C:4]([O:3][C:2]([F:1])([F:21])[F:20])[CH:5]=3)[O:13][N:12]=2)=[O:16])[CH2:53][CH2:52]1. (4) Given the reactants C(=O)([O-])[O-].[Na+].[Na+].[CH:7]1([O:13][C:14]2[CH:19]=[CH:18][C:17](B(O)O)=[CH:16][CH:15]=2)[CH2:12][CH2:11][CH2:10][CH2:9][CH2:8]1.Cl[C:24]1[C:25]([NH2:30])=[N:26][CH:27]=[CH:28][N:29]=1, predict the reaction product. The product is: [CH:7]1([O:13][C:14]2[CH:19]=[CH:18][C:17]([C:24]3[C:25]([NH2:30])=[N:26][CH:27]=[CH:28][N:29]=3)=[CH:16][CH:15]=2)[CH2:12][CH2:11][CH2:10][CH2:9][CH2:8]1. (5) The product is: [CH3:1][O:2][C:3]1[CH:23]=[CH:22][CH:21]=[C:20]2[C:4]=1[CH2:5][CH2:6][N:7]=[C:8]2[C:9]1[CH:14]=[CH:13][C:12]([C:15]([F:18])([F:17])[F:16])=[CH:11][CH:10]=1. Given the reactants [CH3:1][O:2][C:3]1[CH:23]=[CH:22][CH:21]=[CH:20][C:4]=1[CH2:5][CH2:6][NH:7][C:8](=O)[C:9]1[CH:14]=[CH:13][C:12]([C:15]([F:18])([F:17])[F:16])=[CH:11][CH:10]=1.O=P12OP3(OP(OP(O3)(O1)=O)(=O)O2)=O.[OH-].[K+], predict the reaction product. (6) Given the reactants C(N(CC)CC)C.[NH2:8][C:9]1[CH:18]=[CH:17][C:16]2[NH:15][C:14](=[O:19])[C:13]3[NH:20][CH:21]=[CH:22][C:12]=3[C:11]=2[CH:10]=1.Cl.[CH2:24]([C:26]([OH:28])=[O:27])[CH3:25].[F:29][C:30]1[CH:35]=[CH:34][C:33]([S:36](Cl)(=[O:38])=[O:37])=[CH:32][CH:31]=1, predict the reaction product. The product is: [F:29][C:30]1[CH:35]=[CH:34][C:33]([S:36]([NH:8][C:9]2[CH:18]=[CH:17][C:16]3[NH:15][C:14](=[O:19])[C:13]4[NH:20][CH:21]=[CH:22][C:12]=4[C:11]=3[CH:10]=2)(=[O:38])=[O:37])=[CH:32][CH:31]=1.[CH2:24]([C:26]([O-:28])=[O:27])[CH3:25].